The task is: Predict which catalyst facilitates the given reaction.. This data is from Catalyst prediction with 721,799 reactions and 888 catalyst types from USPTO. Reactant: [Cl:1][C:2]1[CH:3]=[C:4]2[C:13](=[CH:14][N:15]=1)[C:12]1[N:8]([CH:9]=[C:10](I)[N:11]=1)[CH2:7][CH2:6][O:5]2.[Br-].[N:18]1[CH:23]=[CH:22][CH:21]=[CH:20][C:19]=1[Zn+]. Product: [Cl:1][C:2]1[CH:3]=[C:4]2[C:13](=[CH:14][N:15]=1)[C:12]1[N:8]([CH:9]=[C:10]([C:19]3[CH:20]=[CH:21][CH:22]=[CH:23][N:18]=3)[N:11]=1)[CH2:7][CH2:6][O:5]2. The catalyst class is: 176.